Dataset: Reaction yield outcomes from USPTO patents with 853,638 reactions. Task: Predict the reaction yield, written as a fraction of the theoretical maximum amount of product (1.0 means a 100% yield; for example, 0.34 means a 34% yield). (1) The catalyst is OO.C[Re](=O)(=O)=O. The yield is 0.0650. The reactants are [O:1]1[CH2:5][CH2:4][O:3]C1.CC1C[CH:11]2[C:13]([CH3:15])([CH3:14])[CH:10]2[CH2:9][CH:8]=1.N1C=CC=C[CH:17]=1.[Na+].[Cl-]. The product is [C:5]1([OH:1])([CH3:17])[CH2:8][CH2:9][CH:10]([CH:13]([CH3:15])[CH3:14])[CH:11]=[C:4]1[OH:3]. (2) The reactants are [CH3:1][C@H:2]1[NH:7][CH2:6][CH2:5][N:4]([C:8]2[CH:13]=[CH:12][C:11]([N+:14]([O-:16])=[O:15])=[CH:10][CH:9]=2)[CH2:3]1.[CH3:17][C@H:18]1[CH2:20][O:19]1. The catalyst is CO. The product is [CH3:1][C@@H:2]1[CH2:3][N:4]([C:8]2[CH:9]=[CH:10][C:11]([N+:14]([O-:16])=[O:15])=[CH:12][CH:13]=2)[CH2:5][CH2:6][N:7]1[CH2:17][C@@H:18]([OH:19])[CH3:20]. The yield is 0.890.